Dataset: Peptide-MHC class II binding affinity with 134,281 pairs from IEDB. Task: Regression. Given a peptide amino acid sequence and an MHC pseudo amino acid sequence, predict their binding affinity value. This is MHC class II binding data. (1) The peptide sequence is ALDVWALGLAIFEFV. The MHC is DRB1_1001 with pseudo-sequence DRB1_1001. The binding affinity (normalized) is 0.741. (2) The peptide sequence is VEFVTNMGIIIPDFA. The MHC is DRB1_1501 with pseudo-sequence DRB1_1501. The binding affinity (normalized) is 0.447. (3) The peptide sequence is RGYFKMRTGKSSIMRS. The MHC is HLA-DQA10501-DQB10201 with pseudo-sequence HLA-DQA10501-DQB10201. The binding affinity (normalized) is 0.221.